From a dataset of Peptide-MHC class II binding affinity with 134,281 pairs from IEDB. Regression. Given a peptide amino acid sequence and an MHC pseudo amino acid sequence, predict their binding affinity value. This is MHC class II binding data. (1) The binding affinity (normalized) is 0.573. The peptide sequence is YVDRFYKTLRAEQASQEV. The MHC is DRB4_0101 with pseudo-sequence DRB4_0103. (2) The peptide sequence is KIPKKASEGAVDIIN. The MHC is HLA-DQA10201-DQB10202 with pseudo-sequence HLA-DQA10201-DQB10202. The binding affinity (normalized) is 0.258.